This data is from Full USPTO retrosynthesis dataset with 1.9M reactions from patents (1976-2016). The task is: Predict the reactants needed to synthesize the given product. (1) Given the product [NH:66]1[CH:70]=[C:69]([CH2:71][NH:72][C:18]([C:9]2[CH:8]=[C:7]([NH:6][C:4](=[O:5])[C:3]3[CH:21]=[C:22]([C:26]4[CH:31]=[CH:30][CH:29]=[CH:28][N:27]=4)[C:23]([Cl:25])=[CH:24][C:2]=3[Cl:1])[N:11]([C:12]3[CH:13]=[CH:14][CH:15]=[CH:16][CH:17]=3)[N:10]=2)=[O:19])[CH:68]=[N:67]1, predict the reactants needed to synthesize it. The reactants are: [Cl:1][C:2]1[CH:24]=[C:23]([Cl:25])[C:22]([C:26]2[CH:31]=[CH:30][CH:29]=[CH:28][N:27]=2)=[CH:21][C:3]=1[C:4]([NH:6][C:7]1[N:11]([C:12]2[CH:17]=[CH:16][CH:15]=[CH:14][CH:13]=2)[N:10]=[C:9]([C:18](O)=[O:19])[CH:8]=1)=[O:5].CCN(C(C)C)C(C)C.F[P-](F)(F)(F)(F)F.N1C2C(=NC=CC=2)N(OC(N(C)C)=[N+](C)C)N=1.Cl.[NH:66]1[CH:70]=[C:69]([CH2:71][NH2:72])[CH:68]=[N:67]1. (2) Given the product [CH3:1][O:2][C:3]([C:5]1[C:9]([NH2:10])=[CH:8][NH:7][N:6]=1)=[O:4], predict the reactants needed to synthesize it. The reactants are: [CH3:1][O:2][C:3]([C:5]1[C:9]([N+:10]([O-])=O)=[CH:8][NH:7][N:6]=1)=[O:4].N#N.[H][H]. (3) Given the product [C:39]1([C:38](=[N:24][C:2]2[N:7]=[CH:6][C:5]3[N:8]=[CH:9][N:10]([CH:11]4[CH2:16][CH2:15][CH2:14][N:13]([C:17]([O:19][C:20]([CH3:23])([CH3:22])[CH3:21])=[O:18])[CH2:12]4)[C:4]=3[CH:3]=2)[C:64]2[CH:59]=[CH:60][CH:61]=[CH:62][CH:63]=2)[CH:44]=[CH:43][CH:42]=[CH:41][CH:40]=1, predict the reactants needed to synthesize it. The reactants are: Br[C:2]1[N:7]=[CH:6][C:5]2[N:8]=[CH:9][N:10]([CH:11]3[CH2:16][CH2:15][CH2:14][N:13]([C:17]([O:19][C:20]([CH3:23])([CH3:22])[CH3:21])=[O:18])[CH2:12]3)[C:4]=2[CH:3]=1.[NH:24](C1C=CC=CC=1)C1C=CC=CC=1.C[C:38]1(C)[C:64]2[C:59](=[C:60](P(C3C=CC=CC=3)C3C=CC=CC=3)[CH:61]=[CH:62][CH:63]=2)O[C:40]2[C:41](P(C3C=CC=CC=3)C3C=CC=CC=3)=[CH:42][CH:43]=[CH:44][C:39]1=2.C([O-])([O-])=O.[Cs+].[Cs+]. (4) Given the product [C:1]([N:4]([C:33]1[CH:34]=[CH:35][C:36]([Cl:39])=[CH:37][CH:38]=1)[C@H:5]1[C:14]2[C:9](=[CH:10][CH:11]=[CH:12][CH:13]=2)[N:8]([C:15]([C:17]2[CH:22]=[CH:21][C:20]([CH2:23][CH2:24][CH2:25][CH2:26][C:27]([NH2:47])=[O:28])=[CH:19][CH:18]=2)=[O:16])[C@@H:7]([CH3:32])[CH2:6]1)(=[O:3])[CH3:2], predict the reactants needed to synthesize it. The reactants are: [C:1]([N:4]([C:33]1[CH:38]=[CH:37][C:36]([Cl:39])=[CH:35][CH:34]=1)[C@H:5]1[C:14]2[C:9](=[CH:10][CH:11]=[CH:12][CH:13]=2)[N:8]([C:15]([C:17]2[CH:22]=[CH:21][C:20]([CH2:23][CH2:24][CH2:25][CH2:26][C:27](OCC)=[O:28])=[CH:19][CH:18]=2)=[O:16])[C@@H:7]([CH3:32])[CH2:6]1)(=[O:3])[CH3:2].C(=O)([O-])[O-].[K+].[K+].C[N:47](C(ON1N=NC2C=CC=NC1=2)=[N+](C)C)C.F[P-](F)(F)(F)(F)F.CCN(C(C)C)C(C)C.C1C=CC2N(O)N=NC=2C=1.[Cl-].[NH4+]. (5) Given the product [C:9]([O:13][C:14]([N:16]1[CH2:21][CH2:20][CH:19]([CH2:22][C:23](=[O:24])[NH:8][CH2:1][C:2]2[CH:7]=[CH:6][CH:5]=[CH:4][CH:3]=2)[CH2:18][CH2:17]1)=[O:15])([CH3:12])([CH3:11])[CH3:10], predict the reactants needed to synthesize it. The reactants are: [CH2:1]([NH2:8])[C:2]1[CH:7]=[CH:6][CH:5]=[CH:4][CH:3]=1.[C:9]([O:13][C:14]([N:16]1[CH2:21][CH2:20][CH:19]([CH2:22][C:23](O)=[O:24])[CH2:18][CH2:17]1)=[O:15])([CH3:12])([CH3:11])[CH3:10].CCN=C=NCCCN(C)C.CCOC(C)=O.